Dataset: Forward reaction prediction with 1.9M reactions from USPTO patents (1976-2016). Task: Predict the product of the given reaction. (1) Given the reactants N#N.[NH:3]1[C:7]2[CH:8]=[CH:9][CH:10]=[CH:11][C:6]=2[N:5]=[C:4]1[C@H:12]([NH:22][C:23](=[O:36])[NH:24][C@@H:25]1[CH2:30][CH2:29][CH2:28][CH2:27][C@H:26]1[C:31]([O:33]CC)=[O:32])[CH2:13][C:14]1[CH:19]=[CH:18][C:17]([O:20][CH3:21])=[CH:16][CH:15]=1.C1COCC1.[Li+:42].[OH-], predict the reaction product. The product is: [NH:3]1[C:7]2[CH:8]=[CH:9][CH:10]=[CH:11][C:6]=2[N:5]=[C:4]1[C@H:12]([NH:22][C:23](=[O:36])[NH:24][C@@H:25]1[CH2:30][CH2:29][CH2:28][CH2:27][C@H:26]1[C:31]([O-:33])=[O:32])[CH2:13][C:14]1[CH:15]=[CH:16][C:17]([O:20][CH3:21])=[CH:18][CH:19]=1.[Li+:42]. (2) Given the reactants CN(CC1C=CC([C:11]#[C:12][Si:13]([CH3:16])([CH3:15])[CH3:14])=CC=1)C.[F:17][C:18]1[CH:19]=[C:20]([CH:23]=[CH:24][C:25]=1Br)[CH:21]=[O:22], predict the reaction product. The product is: [CH3:14][Si:13]([C:12]#[C:11][C:25]1[CH:24]=[CH:23][C:20]([CH:21]=[O:22])=[CH:19][C:18]=1[F:17])([CH3:16])[CH3:15]. (3) Given the reactants [NH2:1][C:2]1[C:11]([C:12]2[S:13][C:14]3[CH:20]=[CH:19][C:18]([NH2:21])=[CH:17][C:15]=3[CH:16]=2)=[CH:10][C:5]([C:6]([O:8][CH3:9])=[O:7])=[CH:4][N:3]=1.[F:22][C:23]1[CH:28]=[CH:27][CH:26]=[CH:25][C:24]=1[N:29]=[C:30]=[O:31], predict the reaction product. The product is: [NH2:1][C:2]1[C:11]([C:12]2[S:13][C:14]3[CH:20]=[CH:19][C:18]([NH:21][C:30]([NH:29][C:24]4[CH:25]=[CH:26][CH:27]=[CH:28][C:23]=4[F:22])=[O:31])=[CH:17][C:15]=3[CH:16]=2)=[CH:10][C:5]([C:6]([O:8][CH3:9])=[O:7])=[CH:4][N:3]=1. (4) Given the reactants CC1C=CC(S(O[N:12]2[CH:23]([CH2:24][C:25]3[CH:30]=[CH:29][C:28]([N+:31]([O-:33])=[O:32])=[CH:27][CH:26]=3)[CH2:22][N:21](OS(C3C=CC(C)=CC=3)(=O)=O)[CH2:20][CH2:19][N:18](OS(C3C=CC(C)=CC=3)(=O)=O)[CH2:17][CH2:16][O:15][CH2:14][CH2:13]2)(=O)=O)=CC=1.Br[CH2:57][C:58]([OH:60])=[O:59], predict the reaction product. The product is: [N+:31]([C:28]1[CH:27]=[CH:26][C:25]([CH2:24][CH:23]2[CH2:22][N:21]([CH2:57][C:58]([OH:60])=[O:59])[CH2:20][CH2:19][N:18]([CH2:57][C:58]([OH:60])=[O:59])[CH2:17][CH2:16][O:15][CH2:14][CH2:13][N:12]2[CH2:57][C:58]([OH:60])=[O:59])=[CH:30][CH:29]=1)([O-:33])=[O:32]. (5) Given the reactants [H-].[Na+].[C:3]([NH:6][C:7]1[CH:15]=[C:14]([O:16][C:17]2[CH:22]=[CH:21][CH:20]=[CH:19][CH:18]=2)[CH:13]=[CH:12][C:8]=1[C:9]([OH:11])=[O:10])(=[O:5])[CH3:4].[CH2:23](Br)[C:24]1[CH:29]=[CH:28][CH:27]=[CH:26][CH:25]=1.Cl, predict the reaction product. The product is: [CH2:23]([N:6]([C:7]1[CH:15]=[C:14]([O:16][C:17]2[CH:22]=[CH:21][CH:20]=[CH:19][CH:18]=2)[CH:13]=[CH:12][C:8]=1[C:9]([OH:11])=[O:10])[C:3](=[O:5])[CH3:4])[C:24]1[CH:29]=[CH:28][CH:27]=[CH:26][CH:25]=1. (6) Given the reactants [S:1]1[C:5]2[CH:6]=[CH:7][CH:8]=[CH:9][C:4]=2[N:3]=[C:2]1[C:10]1[C:15](=[O:16])[NH:14][C:13]([CH:17]2[CH2:22][CH2:21][N:20](C(OCC3C=CC=CC=3)=O)[CH2:19][CH2:18]2)=[N:12][C:11]=1[NH:33][C@@H:34]1[CH2:39][CH2:38][CH2:37][N:36]([C:40]([O:42][C:43]([CH3:46])([CH3:45])[CH3:44])=[O:41])[CH2:35]1, predict the reaction product. The product is: [S:1]1[C:5]2[CH:6]=[CH:7][CH:8]=[CH:9][C:4]=2[N:3]=[C:2]1[C:10]1[C:15](=[O:16])[NH:14][C:13]([CH:17]2[CH2:18][CH2:19][NH:20][CH2:21][CH2:22]2)=[N:12][C:11]=1[NH:33][C@@H:34]1[CH2:39][CH2:38][CH2:37][N:36]([C:40]([O:42][C:43]([CH3:46])([CH3:45])[CH3:44])=[O:41])[CH2:35]1. (7) Given the reactants [CH2:1]([O:8][CH:9]1[CH2:14][CH2:13][C:12]([O:15][Si](C(C)(C)C)(C)C)=[CH:11][CH2:10]1)[C:2]1[CH:7]=[CH:6][CH:5]=[CH:4][CH:3]=1.[B-](F)(F)(F)[F:24].[B-](F)(F)(F)F.C1[N+]2(CCl)CC[N+](F)(CC2)C1.C(=O)(O)[O-].[Na+], predict the reaction product. The product is: [CH2:1]([O:8][CH:9]1[CH2:14][CH2:13][C:12](=[O:15])[CH:11]([F:24])[CH2:10]1)[C:2]1[CH:7]=[CH:6][CH:5]=[CH:4][CH:3]=1. (8) The product is: [CH2:7]([C:6]1[CH:5]=[CH:4][C:2]([O:3][C:21](=[O:22])[CH2:20][Br:19])=[C:1]([O:11][CH3:12])[CH:10]=1)[CH:8]=[CH2:9]. Given the reactants [C:1]1([O:11][CH3:12])[C:2](=[CH:4][CH:5]=[C:6]([CH:10]=1)[CH2:7][CH:8]=[CH2:9])[OH:3].C([O-])([O-])=O.[K+].[K+].[Br:19][CH2:20][C:21](Br)=[O:22], predict the reaction product.